Dataset: Full USPTO retrosynthesis dataset with 1.9M reactions from patents (1976-2016). Task: Predict the reactants needed to synthesize the given product. (1) Given the product [CH2:1]([O:3][C:4]([C:6]1[C:7]([OH:23])=[C:8]2[C:15]([C:16]3[CH:21]=[CH:20][C:19]([F:22])=[CH:18][CH:17]=3)=[N:14][S:13][C:9]2=[C:10]([C:29]2[CH:30]=[CH:31][C:26]([C:24]#[N:25])=[CH:27][CH:28]=2)[N:11]=1)=[O:5])[CH3:2], predict the reactants needed to synthesize it. The reactants are: [CH2:1]([O:3][C:4]([C:6]1[C:7]([OH:23])=[C:8]2[C:15]([C:16]3[CH:21]=[CH:20][C:19]([F:22])=[CH:18][CH:17]=3)=[N:14][S:13][C:9]2=[C:10](Br)[N:11]=1)=[O:5])[CH3:2].[C:24]([C:26]1[CH:31]=[CH:30][C:29](B(O)O)=[CH:28][CH:27]=1)#[N:25]. (2) Given the product [Br:1][C:2]1[N:7]=[C:6]([C@:8]2([CH2:27][F:28])[CH2:13][C@@H:12]([C:14]([F:15])([F:16])[F:17])[O:11][C:10]([NH2:18])=[N:9]2)[C:5]([F:29])=[CH:4][CH:3]=1, predict the reactants needed to synthesize it. The reactants are: [Br:1][C:2]1[N:7]=[C:6]([C@:8]2([CH2:27][F:28])[CH2:13][C@@H:12]([C:14]([F:17])([F:16])[F:15])[O:11][C:10]([NH:18]C(=O)C3C=CC=CC=3)=[N:9]2)[C:5]([F:29])=[CH:4][CH:3]=1.N12CCCN=C1CCCCC2.C([O-])(O)=O.[Na+]. (3) Given the product [CH3:1][O:2][C:3]1[CH:4]=[C:5]2[C:10](=[CH:11][C:12]=1[O:13][CH3:14])[N:9]=[CH:8][CH:7]=[C:6]2[O:15][C:16]1[CH:22]=[CH:21][C:19]([NH:20][C:27](=[O:33])[O:26][C:24]2[CH:39]=[CH:40][CH:35]=[CH:36][C:37]=2[CH3:38])=[CH:18][CH:17]=1, predict the reactants needed to synthesize it. The reactants are: [CH3:1][O:2][C:3]1[CH:4]=[C:5]2[C:10](=[CH:11][C:12]=1[O:13][CH3:14])[N:9]=[CH:8][CH:7]=[C:6]2[O:15][C:16]1[CH:22]=[CH:21][C:19]([NH2:20])=[CH:18][CH:17]=1.Cl[C:24](Cl)([O:26][C:27](=[O:33])OC(Cl)(Cl)Cl)Cl.[C:35]1(C)[C:40](O)=[CH:39][CH:38]=[CH:37][CH:36]=1.C(=O)(O)[O-].[Na+]. (4) Given the product [NH2:1][C:2]1[N:10]=[C:9]([O:11][CH2:12][CH2:13][CH2:14][CH3:15])[N:8]=[C:7]2[C:3]=1[NH:4][C:5](=[O:36])[N:6]2[CH2:16][CH2:17][CH2:18][N:19]([CH2:24][C:25]1[CH:26]=[CH:27][C:28]([CH2:31][C:32]([O:34][CH3:35])=[O:33])=[CH:29][CH:30]=1)[CH2:20][CH2:21][CH2:22][O:23][S:45]([CH3:44])(=[O:47])=[O:46], predict the reactants needed to synthesize it. The reactants are: [NH2:1][C:2]1[N:10]=[C:9]([O:11][CH2:12][CH2:13][CH2:14][CH3:15])[N:8]=[C:7]2[C:3]=1[NH:4][C:5](=[O:36])[N:6]2[CH2:16][CH2:17][CH2:18][N:19]([CH2:24][C:25]1[CH:30]=[CH:29][C:28]([CH2:31][C:32]([O:34][CH3:35])=[O:33])=[CH:27][CH:26]=1)[CH2:20][CH2:21][CH2:22][OH:23].C(N(CC)CC)C.[CH3:44][S:45](Cl)(=[O:47])=[O:46].